From a dataset of Forward reaction prediction with 1.9M reactions from USPTO patents (1976-2016). Predict the product of the given reaction. (1) Given the reactants [CH2:1]([O:8][C:9]([C:11]1[CH:16]=[CH:15][C:14](B(O)O)=[CH:13][CH:12]=1)=[O:10])[C:2]1[CH:7]=[CH:6][CH:5]=[CH:4][CH:3]=1.P([O-])([O-])([O-])=O.[K+].[K+].[K+].Br[C:29]1[C:30]([CH3:60])=[C:31]([C:38]([C:40]2[CH:49]=[C:48]3[C:43]([C:44](=[O:59])[N:45]([CH2:51][C:52]([O:54][C:55]([CH3:58])([CH3:57])[CH3:56])=[O:53])[C:46](=[O:50])[NH:47]3)=[CH:42][CH:41]=2)=[O:39])[N:32]2[C:37]=1[CH:36]=[CH:35][CH:34]=[CH:33]2.OS([O-])(=O)=O.[K+], predict the reaction product. The product is: [C:55]([O:54][C:52](=[O:53])[CH2:51][N:45]1[C:44](=[O:59])[C:43]2[C:48](=[CH:49][C:40]([C:38]([C:31]3[N:32]4[C:37]([CH:36]=[CH:35][CH:34]=[CH:33]4)=[C:29]([C:14]4[CH:15]=[CH:16][C:11]([C:9]([O:8][CH2:1][C:2]5[CH:7]=[CH:6][CH:5]=[CH:4][CH:3]=5)=[O:10])=[CH:12][CH:13]=4)[C:30]=3[CH3:60])=[O:39])=[CH:41][CH:42]=2)[NH:47][C:46]1=[O:50])([CH3:58])([CH3:56])[CH3:57]. (2) Given the reactants C[O:2][C:3](=[O:24])[C:4]1[CH:9]=[C:8]([C:10]2[S:11][CH:12]=[C:13]([C:15]3[CH:20]=[CH:19][C:18]([Cl:21])=[C:17]([Cl:22])[CH:16]=3)[N:14]=2)[CH:7]=[CH:6][C:5]=1Br.O.[CH3:26][O:27][C:28]1[C:33](B(O)O)=[CH:32][CH:31]=[CH:30][N:29]=1, predict the reaction product. The product is: [Cl:22][C:17]1[CH:16]=[C:15]([C:13]2[N:14]=[C:10]([C:8]3[CH:7]=[CH:6][C:5]([C:33]4[C:28]([O:27][CH3:26])=[N:29][CH:30]=[CH:31][CH:32]=4)=[C:4]([CH:9]=3)[C:3]([OH:2])=[O:24])[S:11][CH:12]=2)[CH:20]=[CH:19][C:18]=1[Cl:21]. (3) Given the reactants [CH2:1]([O:5][CH2:6][CH2:7][O:8][C:9]1[CH:14]=[CH:13][C:12]([C:15]2[CH:16]=[CH:17][C:18]3[NH:24][CH2:23][CH2:22][C:21]([C:25]([NH:27][C:28]4[CH:33]=[CH:32][C:31]([CH:34]([OH:43])[C:35]5[CH:40]=[C:39]([CH3:41])[CH:38]=[CH:37][N+:36]=5[O-:42])=[CH:30][CH:29]=4)=[O:26])=[CH:20][C:19]=3[CH:44]=2)=[CH:11][CH:10]=1)[CH2:2][CH2:3][CH3:4], predict the reaction product. The product is: [CH2:1]([O:5][CH2:6][CH2:7][O:8][C:9]1[CH:10]=[CH:11][C:12]([C:15]2[CH:16]=[CH:17][C:18]3[N:24]([CH2:11][CH:12]([CH3:15])[CH3:13])[CH2:23][CH2:22][C:21]([C:25]([NH:27][C:28]4[CH:33]=[CH:32][C:31]([CH:34]([OH:43])[C:35]5[CH:40]=[C:39]([CH3:41])[CH:38]=[CH:37][N+:36]=5[O-:42])=[CH:30][CH:29]=4)=[O:26])=[CH:20][C:19]=3[CH:44]=2)=[CH:13][CH:14]=1)[CH2:2][CH2:3][CH3:4]. (4) Given the reactants [Li+].C[Si]([N-][Si](C)(C)C)(C)C.[P:11]([O-:18])([O:15][CH2:16][CH3:17])[O:12][CH2:13][CH3:14].Br[CH2:20][C:21]1[CH:25]=[C:24]([C:26]2[O:27][CH:28]=[CH:29][CH:30]=2)[N:23]([CH3:31])[N:22]=1, predict the reaction product. The product is: [O:27]1[CH:28]=[CH:29][CH:30]=[C:26]1[C:24]1[N:23]([CH3:31])[N:22]=[C:21]([CH2:20][P:11](=[O:18])([O:15][CH2:16][CH3:17])[O:12][CH2:13][CH3:14])[CH:25]=1. (5) The product is: [CH:3]1([C:6]2[CH:11]=[C:10]([CH2:12][N:13]3[CH2:16][C:15]4([CH2:20][C:19]([N:21]5[CH2:26][CH2:25][C:24]([CH2:32][CH3:33])([C:27]([OH:29])=[O:28])[CH2:23][CH2:22]5)=[N:18][O:17]4)[CH2:14]3)[CH:9]=[C:8]([O:34][CH2:35][CH2:36][CH3:37])[C:7]=2[C:38]2[CH:43]=[CH:42][CH:41]=[CH:40][C:39]=2[F:44])[CH2:4][CH2:5]1. Given the reactants [OH-].[Na+].[CH:3]1([C:6]2[CH:11]=[C:10]([CH2:12][N:13]3[CH2:16][C:15]4([CH2:20][C:19]([N:21]5[CH2:26][CH2:25][C:24]([CH2:32][CH3:33])([C:27]([O:29]CC)=[O:28])[CH2:23][CH2:22]5)=[N:18][O:17]4)[CH2:14]3)[CH:9]=[C:8]([O:34][CH2:35][CH2:36][CH3:37])[C:7]=2[C:38]2[CH:43]=[CH:42][CH:41]=[CH:40][C:39]=2[F:44])[CH2:5][CH2:4]1.C(O)C, predict the reaction product. (6) Given the reactants [C:1]([O:5][C:6]([NH:8][C@@H:9]1[C:23](=[O:24])[N:22]2[CH2:25][C@@:26]3([CH2:48][C@H:21]2[C:20](=[O:49])[NH:19][C@:18]2([C:51](O)=[O:52])[CH2:50][C@H:17]2[CH:16]=[CH:15][CH2:14][CH2:13][CH2:12][CH2:11][CH2:10]1)[O:45][C:30]1[C:31]([C:41]([F:44])([F:43])[F:42])=[N:32][C:33]2[CH:34]=[CH:35][C:36]([O:39][CH3:40])=[CH:37][C:38]=2[C:29]=1[C:28]([F:47])(C)[CH2:27]3)=[O:7])([CH3:4])([CH3:3])[CH3:2].[C:54](OC(N[C@@H]1C(=O)N2C[C@@]3(C[C@H]2C(=O)N[C@]2(C(O)=O)C[C@H]2C=CCCCCC1)OC1C(C(F)(F)F)=NC2C=CC(OC)=CC=2C=1C(C)=C3)=O)(C)(C)C.C1N=CN(C(N2C=NC=C2)=O)C=1.[CH3:118][C:119]1([S:122]([NH2:125])(=[O:124])=[O:123])[CH2:121][CH2:120]1.C1CCN2C(=NCCC2)CC1, predict the reaction product. The product is: [F:47][C@@H:28]1[C:29]2[C:38]3[CH:37]=[C:36]([O:39][CH3:40])[CH:35]=[CH:34][C:33]=3[N:32]=[C:31]([C:41]([F:42])([F:43])[F:44])[C:30]=2[O:45][C@@:26]2([CH2:25][N:22]3[C:23](=[O:24])[C@@H:9]([NH:8][C:6](=[O:7])[O:5][C:1]([CH3:2])([CH3:3])[CH3:4])[CH2:10][CH2:11][CH2:12][CH2:13][CH2:14][CH:15]=[CH:16][C@@H:17]4[CH2:50][C@@:18]4([C:51](=[O:52])[NH:125][S:122]([C:119]4([CH3:118])[CH2:121][CH2:120]4)(=[O:124])=[O:123])[NH:19][C:20](=[O:49])[C@@H:21]3[CH:48]2[CH3:54])[CH2:27]1. (7) Given the reactants [N:1]1C=C[CH:4]=[C:3]2CCC(=O)[C:2]=12.IC.[CH3:13][C:14](C)([O-])[CH3:15].[K+].[CH2:19]1[CH2:23][O:22][CH2:21][CH2:20]1, predict the reaction product. The product is: [CH3:13][C:14]1([CH3:15])[C:23](=[O:22])[C:19]2=[N:1][CH:2]=[CH:3][CH:4]=[C:20]2[CH2:21]1. (8) Given the reactants [CH:1]1([CH2:5][N:6]([CH:30]2[CH2:35][CH2:34][O:33][CH2:32][CH2:31]2)[C:7]2[C:8]([O:28][CH3:29])=[N:9][N:10]3[C:14]([C:15]4[C:20]([O:21][CH3:22])=[CH:19][C:18]([CH2:23][O:24][CH3:25])=[CH:17][C:16]=4[O:26][CH3:27])=[CH:13][S:12][C:11]=23)[CH2:4][CH2:3][CH2:2]1.[CH3:36][S:37]([OH:40])(=[O:39])=[O:38], predict the reaction product. The product is: [CH3:36][S:37]([OH:40])(=[O:39])=[O:38].[CH:1]1([CH2:5][N:6]([CH:30]2[CH2:31][CH2:32][O:33][CH2:34][CH2:35]2)[C:7]2[C:8]([O:28][CH3:29])=[N:9][N:10]3[C:14]([C:15]4[C:20]([O:21][CH3:22])=[CH:19][C:18]([CH2:23][O:24][CH3:25])=[CH:17][C:16]=4[O:26][CH3:27])=[CH:13][S:12][C:11]=23)[CH2:4][CH2:3][CH2:2]1. (9) Given the reactants C([Li])CCC.[CH3:6][C:7]1([CH3:19])[O:11][C:10](=[O:12])[NH:9][C@H:8]1[C:13]1[CH:18]=[CH:17][CH:16]=[CH:15][CH:14]=1.[C:20]1([C:33]2[CH:38]=[CH:37][CH:36]=[CH:35][CH:34]=2)[CH:25]=[CH:24][C:23]([CH2:26][O:27][C@@H:28]([CH3:32])[C:29](Cl)=[O:30])=[CH:22][CH:21]=1.P([O-])([O-])([O-])=O, predict the reaction product. The product is: [C:20]1([C:33]2[CH:34]=[CH:35][CH:36]=[CH:37][CH:38]=2)[CH:25]=[CH:24][C:23]([CH2:26][O:27][C@@H:28]([CH3:32])[C:29]([N:9]2[C@@H:8]([C:13]3[CH:14]=[CH:15][CH:16]=[CH:17][CH:18]=3)[C:7]([CH3:19])([CH3:6])[O:11][C:10]2=[O:12])=[O:30])=[CH:22][CH:21]=1. (10) Given the reactants [H-].[Na+].[CH3:3][O:4][C:5](=[O:13])[CH2:6][C:7]1[CH:12]=[CH:11][CH:10]=[CH:9][CH:8]=1.[Br:14][C:15]1[CH:20]=[CH:19][C:18]([N+:21]([O-:23])=[O:22])=[C:17](F)[CH:16]=1, predict the reaction product. The product is: [CH3:3][O:4][C:5](=[O:13])[CH:6]([C:19]1[CH:20]=[C:15]([Br:14])[CH:16]=[CH:17][C:18]=1[N+:21]([O-:23])=[O:22])[C:7]1[CH:8]=[CH:9][CH:10]=[CH:11][CH:12]=1.